Dataset: Reaction yield outcomes from USPTO patents with 853,638 reactions. Task: Predict the reaction yield, written as a fraction of the theoretical maximum amount of product (1.0 means a 100% yield; for example, 0.34 means a 34% yield). (1) The reactants are [Cl:1][C:2]1[C:3]([NH:15][C:16]2[CH:17]=[C:18]([NH:22][C:23](=[O:29])/[CH:24]=[CH:25]/[C:26](O)=[O:27])[CH:19]=[CH:20][CH:21]=2)=[N:4][C:5]([NH:8][C:9]2[CH:10]=[N:11][N:12]([CH3:14])[CH:13]=2)=[N:6][CH:7]=1.O.C(=O)([O-])[O-].[Na+].[Na+].S(OC)(OC)(=O)=O. The catalyst is CCCC[N+](CCCC)(CCCC)CCCC.[Br-].ClCCCl. The product is [Cl:1][C:2]1[C:3]([NH:15][C:16]2[CH:17]=[C:18]([N:22]3[C:23](=[O:29])[CH:24]=[CH:25][C:26]3=[O:27])[CH:19]=[CH:20][CH:21]=2)=[N:4][C:5]([NH:8][C:9]2[CH:10]=[N:11][N:12]([CH3:14])[CH:13]=2)=[N:6][CH:7]=1. The yield is 0.130. (2) The reactants are [NH2:1][C:2]1[N:7]=[C:6]([Cl:8])[CH:5]=[CH:4][N:3]=1.[NH:9]1[C:17]2[C:12](=[CH:13][CH:14]=[CH:15][CH:16]=2)[CH2:11][CH2:10]1. No catalyst specified. The product is [ClH:8].[N:9]1([C:6]2[CH:5]=[CH:4][N:3]=[C:2]([NH2:1])[N:7]=2)[C:17]2[C:12](=[CH:13][CH:14]=[CH:15][CH:16]=2)[CH2:11][CH2:10]1. The yield is 0.780. (3) The reactants are [CH3:1][C:2]1[CH:10]=[C:9]([C:11]#[C:12][Se:13][C:14]2[CH:23]=[C:22]([OH:24])[C:21]3[C:20]([CH3:26])([CH3:25])[CH2:19][CH2:18][C:17]([CH3:28])([CH3:27])[C:16]=3[CH:15]=2)[CH:8]=[CH:7][C:3]=1[C:4]([OH:6])=[O:5].C(=O)([O-])[O-].[K+].[K+].[F:35][C:36]1[CH:43]=[C:42]([F:44])[CH:41]=[CH:40][C:37]=1[CH2:38]Br. No catalyst specified. The product is [CH3:1][C:2]1[CH:10]=[C:9]([C:11]#[C:12][Se:13][C:14]2[CH:23]=[C:22]([O:24][CH2:38][C:37]3[CH:40]=[CH:41][C:42]([F:44])=[CH:43][C:36]=3[F:35])[C:21]3[C:20]([CH3:26])([CH3:25])[CH2:19][CH2:18][C:17]([CH3:28])([CH3:27])[C:16]=3[CH:15]=2)[CH:8]=[CH:7][C:3]=1[C:4]([OH:6])=[O:5]. The yield is 1.00. (4) The reactants are [Na+].[C:2]([NH:10][CH2:11][C:12]1[N:13]=[C:14]([N:17]2[CH2:20][CH:19]([S:21]C3[C@H](C)[C@@H]4[C@@H]([C@H](O)C)C(=O)N4C=3C([O-])=O)[CH2:18]2)[S:15][CH:16]=1)(=[O:9])[C:3]1C=CC=[CH:5][CH:4]=1.C(O)(=[O:39])C.NN.C1(P(O[C:58]2[C@H:59]([CH3:82])[C@H:60]3[C@@H:77]([C@H:78]([OH:80])[CH3:79])[C:76](=[O:81])[N:61]3[C:62]=2[C:63]([O:65][CH2:66][C:67]2[CH:72]=[CH:71][C:70]([N+:73]([O-:75])=[O:74])=[CH:69][CH:68]=2)=[O:64])(C2C=CC=CC=2)=O)C=CC=CC=1.C(N(C(C)C)CC)(C)C.C(=O)([O-])O.[Na+]. The catalyst is CN(C)C=O.C(#N)C.C(OCC)(=O)C. The product is [C:5]1(=[O:39])[N:10]([CH2:11][C:12]2[N:13]=[C:14]([N:17]3[CH2:20][CH:19]([S:21][C:58]4[C@H:59]([CH3:82])[C@@H:60]5[C@@H:77]([C@H:78]([OH:80])[CH3:79])[C:76](=[O:81])[N:61]5[C:62]=4[C:63]([O:65][CH2:66][C:67]4[CH:68]=[CH:69][C:70]([N+:73]([O-:75])=[O:74])=[CH:71][CH:72]=4)=[O:64])[CH2:18]3)[S:15][CH:16]=2)[C:2](=[O:9])[CH2:3][CH2:4]1. The yield is 0.460. (5) The reactants are Br[C:2]1[CH:3]=[C:4]2[C:9](=[CH:10][CH:11]=1)[CH:8]=[N:7][C:6]([Cl:12])=[CH:5]2.C[Si](C)(C)C[CH2:16][OH:17].CS(C)=[O:22]. The catalyst is CN(C=O)C.CCOC(C)=O.CC([O-])=O.CC([O-])=O.[Pd+2].C1(P(C2C=CC=CC=2)[C-]2C=CC=C2)C=CC=CC=1.[C-]1(P(C2C=CC=CC=2)C2C=CC=CC=2)C=CC=C1.[Fe+2]. The product is [Cl:12][C:6]1[N:7]=[CH:8][C:9]2[C:4]([CH:5]=1)=[CH:3][C:2]([C:16]([OH:17])=[O:22])=[CH:11][CH:10]=2. The yield is 0.260. (6) The reactants are [NH2:1][C:2]1[C:3]([C:7]2[N:11]([C:12]3[CH:17]=[CH:16][C:15]([F:18])=[C:14]([Br:19])[CH:13]=3)[C:10](=[O:20])[O:9][N:8]=2)=[N:4][O:5][N:6]=1.[F:21][C:22]([F:33])([F:32])[C:23](O[C:23](=[O:24])[C:22]([F:33])([F:32])[F:21])=[O:24]. The catalyst is N1C=CC=CC=1.CN(C)C1C=CN=CC=1. The product is [Br:19][C:14]1[CH:13]=[C:12]([N:11]2[C:10](=[O:20])[O:9][N:8]=[C:7]2[C:3]2[C:2]([NH:1][C:23](=[O:24])[C:22]([F:33])([F:32])[F:21])=[N:6][O:5][N:4]=2)[CH:17]=[CH:16][C:15]=1[F:18]. The yield is 0.890.